Dataset: Reaction yield outcomes from USPTO patents with 853,638 reactions. Task: Predict the reaction yield, written as a fraction of the theoretical maximum amount of product (1.0 means a 100% yield; for example, 0.34 means a 34% yield). (1) The reactants are [N:1]1([C:7]([O:9][C:10]([CH3:13])([CH3:12])[CH3:11])=[O:8])[CH2:6][CH2:5][NH:4][CH2:3][CH2:2]1.Br[C:15]1[CH:20]=[CH:19][CH:18]=[C:17]([Cl:21])[CH:16]=1.C1C=CC(P(C2C(C3C(P(C4C=CC=CC=4)C4C=CC=CC=4)=CC=C4C=3C=CC=C4)=C3C(C=CC=C3)=CC=2)C2C=CC=CC=2)=CC=1.CC([O-])(C)C.[Na+]. The catalyst is C1C=CC(/C=C/C(/C=C/C2C=CC=CC=2)=O)=CC=1.C1C=CC(/C=C/C(/C=C/C2C=CC=CC=2)=O)=CC=1.C1C=CC(/C=C/C(/C=C/C2C=CC=CC=2)=O)=CC=1.[Pd].[Pd].C1(C)C=CC=CC=1. The yield is 0.830. The product is [Cl:21][C:17]1[CH:16]=[C:15]([N:4]2[CH2:5][CH2:6][N:1]([C:7]([O:9][C:10]([CH3:13])([CH3:12])[CH3:11])=[O:8])[CH2:2][CH2:3]2)[CH:20]=[CH:19][CH:18]=1. (2) The reactants are [CH3:1][O:2][C:3]1[CH:4]=[C:5]([N:12]2[CH2:17][CH2:16][N:15]([CH:18]3[CH2:23][CH2:22][N:21](C(OC(C)(C)C)=O)[CH2:20][CH2:19]3)[CH2:14][CH2:13]2)[CH:6]=[CH:7][C:8]=1[N+:9]([O-:11])=[O:10].C(O)(C(F)(F)F)=O. The catalyst is C(Cl)Cl. The product is [CH3:1][O:2][C:3]1[CH:4]=[C:5]([N:12]2[CH2:13][CH2:14][N:15]([CH:18]3[CH2:23][CH2:22][NH:21][CH2:20][CH2:19]3)[CH2:16][CH2:17]2)[CH:6]=[CH:7][C:8]=1[N+:9]([O-:11])=[O:10]. The yield is 0.930.